The task is: Binary Classification. Given a T-cell receptor sequence (or CDR3 region) and an epitope sequence, predict whether binding occurs between them.. This data is from TCR-epitope binding with 47,182 pairs between 192 epitopes and 23,139 TCRs. The epitope is LPPAYTNSF. The TCR CDR3 sequence is CASSLGYNEQFF. Result: 1 (the TCR binds to the epitope).